From a dataset of Peptide-MHC class I binding affinity with 185,985 pairs from IEDB/IMGT. Regression. Given a peptide amino acid sequence and an MHC pseudo amino acid sequence, predict their binding affinity value. This is MHC class I binding data. The peptide sequence is ELAPIRVNA. The MHC is HLA-A02:03 with pseudo-sequence HLA-A02:03. The binding affinity (normalized) is 0.0847.